Dataset: Full USPTO retrosynthesis dataset with 1.9M reactions from patents (1976-2016). Task: Predict the reactants needed to synthesize the given product. (1) Given the product [OH:1][CH:2]([C:15]([CH3:18])([CH3:17])[CH3:16])[CH2:3][CH2:4][NH:5][C:6]([C:8]1[N:9]=[N:10][C:11]([N:22]2[CH2:23][CH2:24][N:19]([C:25](=[O:26])[C:27]3[CH:32]=[CH:31][CH:30]=[CH:29][C:28]=3[C:33]([F:36])([F:34])[F:35])[CH2:20][CH2:21]2)=[CH:12][CH:13]=1)=[O:7], predict the reactants needed to synthesize it. The reactants are: [OH:1][CH:2]([C:15]([CH3:18])([CH3:17])[CH3:16])[CH2:3][CH2:4][NH:5][C:6]([C:8]1[N:9]=[N:10][C:11](Cl)=[CH:12][CH:13]=1)=[O:7].[N:19]1([C:25]([C:27]2[CH:32]=[CH:31][CH:30]=[CH:29][C:28]=2[C:33]([F:36])([F:35])[F:34])=[O:26])[CH2:24][CH2:23][NH:22][CH2:21][CH2:20]1. (2) Given the product [CH:7]1([C:13]2[CH:14]=[CH:15][C:16]([CH2:17][OH:18])=[CH:20][CH:21]=2)[CH2:8][CH2:9][CH2:10][CH2:11][CH2:12]1, predict the reactants needed to synthesize it. The reactants are: [H-].[H-].[H-].[H-].[Li+].[Al+3].[CH:7]1([C:13]2[CH:21]=[CH:20][C:16]([C:17](O)=[O:18])=[CH:15][CH:14]=2)[CH2:12][CH2:11][CH2:10][CH2:9][CH2:8]1.O.[OH-].[K+]. (3) The reactants are: C([NH:5][C:6]1[CH:11]=[C:10]([CH:12]([F:14])[F:13])[CH:9]=[CH:8][N:7]=1)(C)(C)C.C([SiH](CC)CC)C.FC(F)(F)C(O)=O. Given the product [F:13][CH:12]([F:14])[C:10]1[CH:9]=[CH:8][N:7]=[C:6]([NH2:5])[CH:11]=1, predict the reactants needed to synthesize it.